Dataset: NCI-60 drug combinations with 297,098 pairs across 59 cell lines. Task: Regression. Given two drug SMILES strings and cell line genomic features, predict the synergy score measuring deviation from expected non-interaction effect. (1) Drug 1: C1=NC2=C(N=C(N=C2N1C3C(C(C(O3)CO)O)O)F)N. Drug 2: CC1=C(N=C(N=C1N)C(CC(=O)N)NCC(C(=O)N)N)C(=O)NC(C(C2=CN=CN2)OC3C(C(C(C(O3)CO)O)O)OC4C(C(C(C(O4)CO)O)OC(=O)N)O)C(=O)NC(C)C(C(C)C(=O)NC(C(C)O)C(=O)NCCC5=NC(=CS5)C6=NC(=CS6)C(=O)NCCC[S+](C)C)O. Cell line: A549. Synergy scores: CSS=23.7, Synergy_ZIP=-5.60, Synergy_Bliss=4.02, Synergy_Loewe=-5.94, Synergy_HSA=2.99. (2) Drug 1: C1CCC(CC1)NC(=O)N(CCCl)N=O. Drug 2: CC1=C(C=C(C=C1)NC(=O)C2=CC=C(C=C2)CN3CCN(CC3)C)NC4=NC=CC(=N4)C5=CN=CC=C5. Cell line: HCC-2998. Synergy scores: CSS=9.17, Synergy_ZIP=0.924, Synergy_Bliss=5.11, Synergy_Loewe=0.850, Synergy_HSA=0.184.